From a dataset of Reaction yield outcomes from USPTO patents with 853,638 reactions. Predict the reaction yield, written as a fraction of the theoretical maximum amount of product (1.0 means a 100% yield; for example, 0.34 means a 34% yield). (1) The reactants are Br[CH2:2][C:3]1[C:13]([Cl:14])=[N:12][CH:11]=[CH:10][C:4]=1[C:5]([O:7]CC)=O.Cl.[F:16][CH:17]([F:29])[CH2:18][O:19][C:20]1[CH:25]=[CH:24][C:23]([CH2:26][NH2:27])=[CH:22][C:21]=1[CH3:28]. No catalyst specified. The product is [Cl:14][C:13]1[C:3]2[CH2:2][N:27]([CH2:26][C:23]3[CH:24]=[CH:25][C:20]([O:19][CH2:18][CH:17]([F:16])[F:29])=[C:21]([CH3:28])[CH:22]=3)[C:5](=[O:7])[C:4]=2[CH:10]=[CH:11][N:12]=1. The yield is 0.920. (2) The reactants are Br.Br.[F:3][C:4]1[CH:5]=[C:6]([NH:33][C:34]([NH:36][C:37](=[O:45])[CH2:38][C:39]2[CH:44]=[CH:43][CH:42]=[CH:41][CH:40]=2)=[S:35])[CH:7]=[CH:8][C:9]=1[O:10][C:11]1[C:20]2[C:15](=[CH:16][C:17]([O:23][CH2:24][CH:25]3[CH2:32][CH:28]4[CH2:29][NH:30][CH2:31][CH:27]4[CH2:26]3)=[C:18]([O:21][CH3:22])[CH:19]=2)[N:14]=[CH:13][N:12]=1.C=O.[C:48]([O-])(O)=O.[Na+]. The catalyst is C(C#N)(C)=O.O.CC(O)=O. The product is [F:3][C:4]1[CH:5]=[C:6]([NH:33][C:34]([NH:36][C:37](=[O:45])[CH2:38][C:39]2[CH:40]=[CH:41][CH:42]=[CH:43][CH:44]=2)=[S:35])[CH:7]=[CH:8][C:9]=1[O:10][C:11]1[C:20]2[C:15](=[CH:16][C:17]([O:23][CH2:24][CH:25]3[CH2:32][CH:28]4[CH2:29][N:30]([CH3:48])[CH2:31][CH:27]4[CH2:26]3)=[C:18]([O:21][CH3:22])[CH:19]=2)[N:14]=[CH:13][N:12]=1. The yield is 0.400.